From a dataset of Forward reaction prediction with 1.9M reactions from USPTO patents (1976-2016). Predict the product of the given reaction. (1) Given the reactants Br[C:2]1[CH:7]=[CH:6][C:5]([NH:8][C:9]([C:11]2[CH:20]=[CH:19][C:18]3[C:13](=[CH:14][CH:15]=[C:16]([CH2:21][N:22]([CH3:24])[CH3:23])[CH:17]=3)[CH:12]=2)=[O:10])=[CH:4][CH:3]=1.[Cl:25][C:26]1[CH:31]=[CH:30][C:29](B(O)O)=[CH:28][CH:27]=1.C(=O)([O-])[O-].[Na+].[Na+].[Cl-].[Na+], predict the reaction product. The product is: [Cl:25][C:26]1[CH:31]=[CH:30][C:29]([C:2]2[CH:7]=[CH:6][C:5]([NH:8][C:9]([C:11]3[CH:20]=[CH:19][C:18]4[C:13](=[CH:14][CH:15]=[C:16]([CH2:21][N:22]([CH3:24])[CH3:23])[CH:17]=4)[CH:12]=3)=[O:10])=[CH:4][CH:3]=2)=[CH:28][CH:27]=1. (2) Given the reactants O[C:2]1([C:6]2[C:7]([O:28][C@@H:29]([CH3:34])[C:30]([F:33])([F:32])[F:31])=[CH:8][C:9]([C:12]([NH:14][C:15]([C:22]3[N:26]=[C:25]([CH3:27])[O:24][N:23]=3)([CH3:21])[CH2:16][S:17]([CH3:20])(=[O:19])=[O:18])=[O:13])=[N:10][CH:11]=2)[CH2:5][CH2:4][CH2:3]1.CCN(S(F)(F)[F:41])CC, predict the reaction product. The product is: [F:41][C:2]1([C:6]2[C:7]([O:28][C@@H:29]([CH3:34])[C:30]([F:31])([F:32])[F:33])=[CH:8][C:9]([C:12]([NH:14][C:15]([C:22]3[N:26]=[C:25]([CH3:27])[O:24][N:23]=3)([CH3:21])[CH2:16][S:17]([CH3:20])(=[O:18])=[O:19])=[O:13])=[N:10][CH:11]=2)[CH2:3][CH2:4][CH2:5]1. (3) Given the reactants [N:1]([C:4]1[CH:13]=[CH:12][CH:11]=[CH:10][C:5]=1[C:6]([O:8]C)=[O:7])=[C:2]=[O:3].Cl.[F:15][C:16]([F:30])([F:29])[C:17]1[CH:22]=[CH:21][CH:20]=[CH:19][C:18]=1[CH:23]1[CH2:28][CH2:27][NH:26][CH2:25][CH2:24]1.C(N(CC)CC)C, predict the reaction product. The product is: [F:30][C:16]([F:15])([F:29])[C:17]1[CH:22]=[CH:21][CH:20]=[CH:19][C:18]=1[CH:23]1[CH2:24][CH2:25][N:26]([C:2]([NH:1][C:4]2[CH:13]=[CH:12][CH:11]=[CH:10][C:5]=2[C:6]([OH:8])=[O:7])=[O:3])[CH2:27][CH2:28]1.